Dataset: Catalyst prediction with 721,799 reactions and 888 catalyst types from USPTO. Task: Predict which catalyst facilitates the given reaction. Reactant: [Cl:1][C:2]1[CH:3]=[C:4]([CH:19]=[CH:20][C:21]=1[Cl:22])[NH:5][CH:6]1[CH2:11][CH2:10][N:9](C(OC(C)(C)C)=O)[CH2:8][CH2:7]1.[F:23][C:24]([F:29])([F:28])[C:25]([OH:27])=[O:26]. Product: [F:23][C:24]([F:29])([F:28])[C:25]([OH:27])=[O:26].[Cl:1][C:2]1[CH:3]=[C:4]([NH:5][CH:6]2[CH2:11][CH2:10][NH:9][CH2:8][CH2:7]2)[CH:19]=[CH:20][C:21]=1[Cl:22]. The catalyst class is: 4.